From a dataset of Peptide-MHC class II binding affinity with 134,281 pairs from IEDB. Regression. Given a peptide amino acid sequence and an MHC pseudo amino acid sequence, predict their binding affinity value. This is MHC class II binding data. (1) The peptide sequence is FAVATITHAAELQRV. The MHC is DRB3_0202 with pseudo-sequence DRB3_0202. The binding affinity (normalized) is 0.335. (2) The peptide sequence is IVQTLNAMPEYQNLL. The MHC is DRB5_0101 with pseudo-sequence DRB5_0101. The binding affinity (normalized) is 0.237. (3) The peptide sequence is VTKTSGSAASMVNGV. The MHC is DRB1_0701 with pseudo-sequence DRB1_0701. The binding affinity (normalized) is 0.457. (4) The peptide sequence is MHHLVEFEPPHAATI. The MHC is DRB1_0301 with pseudo-sequence DRB1_0301. The binding affinity (normalized) is 0.304. (5) The peptide sequence is ELYYAIYKASPTLAF. The MHC is HLA-DQA10101-DQB10501 with pseudo-sequence HLA-DQA10101-DQB10501. The binding affinity (normalized) is 0.520. (6) The peptide sequence is EGRKVAIKGPLRISA. The MHC is DRB1_1301 with pseudo-sequence DRB1_1301. The binding affinity (normalized) is 0.787. (7) The peptide sequence is VPDHVVWSLFNTL. The MHC is HLA-DPA10103-DPB10401 with pseudo-sequence HLA-DPA10103-DPB10401. The binding affinity (normalized) is 0.864. (8) The peptide sequence is KSVDINLIPLIDGRT. The MHC is DRB1_0101 with pseudo-sequence DRB1_0101. The binding affinity (normalized) is 0.637. (9) The peptide sequence is GLAYKFVVPGAATPY. The MHC is DRB1_0901 with pseudo-sequence DRB1_0901. The binding affinity (normalized) is 0.553. (10) The peptide sequence is TTGCAEHCSLNENIT. The MHC is DRB3_0101 with pseudo-sequence DRB3_0101. The binding affinity (normalized) is 0.0581.